From a dataset of Forward reaction prediction with 1.9M reactions from USPTO patents (1976-2016). Predict the product of the given reaction. The product is: [C:1]([O:5][C:6](=[O:36])[NH:7][C:8]1([C:12]2[CH:17]=[CH:16][C:15]([C:18]3[C:27](=[O:28])[C:26]4[C:21](=[CH:22][CH:23]=[C:24]([Br:37])[CH:25]=4)[O:20][C:19]=3[C:30]3[CH:35]=[CH:34][CH:33]=[CH:32][CH:31]=3)=[CH:14][CH:13]=2)[CH2:11][CH2:10][CH2:9]1)([CH3:4])([CH3:3])[CH3:2]. Given the reactants [C:1]([O:5][C:6](=[O:36])[NH:7][C:8]1([C:12]2[CH:17]=[CH:16][C:15]([C:18]3[C:27](=[O:28])[C:26]4[C:21](=[CH:22][CH:23]=[C:24](F)[CH:25]=4)[O:20][C:19]=3[C:30]3[CH:35]=[CH:34][CH:33]=[CH:32][CH:31]=3)=[CH:14][CH:13]=2)[CH2:11][CH2:10][CH2:9]1)([CH3:4])([CH3:3])[CH3:2].[Br:37]C1C=C2C(=CC=1)OC(C1C=CC=CC=1)=C(I)C2=O, predict the reaction product.